This data is from Forward reaction prediction with 1.9M reactions from USPTO patents (1976-2016). The task is: Predict the product of the given reaction. Given the reactants [Cl:1][C:2]1[CH:7]=[CH:6][C:5]([CH2:8]Cl)=[CH:4][N+:3]=1[O-:10].[CH3:11][N:12]1[CH2:18][CH2:17][CH2:16][NH:15][CH2:14][CH2:13]1.C([O-])([O-])=O.[K+].[K+], predict the reaction product. The product is: [Cl:1][C:2]1[N+:3]([O-:10])=[CH:4][C:5]([CH2:8][N:15]2[CH2:16][CH2:17][CH2:18][N:12]([CH3:11])[CH2:13][CH2:14]2)=[CH:6][CH:7]=1.